Task: Predict the reactants needed to synthesize the given product.. Dataset: Full USPTO retrosynthesis dataset with 1.9M reactions from patents (1976-2016) (1) Given the product [Br:1][C:2]1[CH:3]=[CH:4][C:5]([O:8][CH2:10][CH2:11][O:12][CH3:13])=[N:6][CH:7]=1, predict the reactants needed to synthesize it. The reactants are: [Br:1][C:2]1[CH:3]=[CH:4][C:5]([OH:8])=[N:6][CH:7]=1.Cl[CH2:10][CH2:11][O:12][CH3:13].C(=O)([O-])[O-].[K+].[K+]. (2) Given the product [CH:8]1([C:5]2[O:6][CH:7]=[C:3]([CH2:2][N:16]3[C:12](=[O:22])[C:13]4[C:14](=[CH:18][CH:19]=[CH:20][CH:21]=4)[C:15]3=[O:17])[N:4]=2)[CH2:10][CH2:9]1, predict the reactants needed to synthesize it. The reactants are: Cl[CH2:2][C:3]1[N:4]=[C:5]([CH:8]2[CH2:10][CH2:9]2)[O:6][CH:7]=1.[K].[C:12]1(=[O:22])[NH:16][C:15](=[O:17])[C:14]2=[CH:18][CH:19]=[CH:20][CH:21]=[C:13]12.O. (3) Given the product [CH:11]([NH:12][CH:2]([CH3:4])[CH3:1])([C:5]1[CH:6]=[CH:7][CH:8]=[CH:9][CH:10]=1)[C:13]1[CH:14]=[CH:15][CH:16]=[CH:17][CH:18]=1, predict the reactants needed to synthesize it. The reactants are: [CH3:1][C:2]([CH3:4])=O.[C:5]1([CH:11]([C:13]2[CH:18]=[CH:17][CH:16]=[CH:15][CH:14]=2)[NH2:12])[CH:10]=[CH:9][CH:8]=[CH:7][CH:6]=1.[BH-](OC(C)=O)(OC(C)=O)OC(C)=O.[Na+].C([O-])(O)=O.[Na+]. (4) The reactants are: [CH:1]([C:4]1[N:5]=[C:6]([C:9]2[CH:18]=[C:17]([O:19][CH:20]3[CH2:37][CH:36]4[CH:22]([C:23](=[O:43])[N:24]([CH3:42])[CH2:25][CH2:26][CH2:27][CH2:28][CH:29]=[CH:30][CH:31]5[C:33]([C:39]([OH:41])=O)([NH:34][C:35]4=[O:38])[CH2:32]5)[CH2:21]3)[C:16]3[C:11](=[CH:12][C:13]([O:44][CH3:45])=[CH:14][CH:15]=3)[N:10]=2)[S:7][CH:8]=1)([CH3:3])[CH3:2].C1N=C[N:48]([C:51](N2C=NC=C2)=O)[CH:47]=1.C1CCN2C(=NCCC2)CC1.CN[N:71](NC)[SH:72](=[O:74])=[O:73].Cl. Given the product [CH:1]([C:4]1[N:5]=[C:6]([C:9]2[CH:18]=[C:17]([O:19][CH:20]3[CH2:37][CH:36]4[CH:22]([C:23](=[O:43])[N:24]([CH3:42])[CH2:25][CH2:26][CH2:27][CH2:28][CH:29]=[CH:30][CH:31]5[C:33]([C:39]([NH:71][S:72]([N:48]([CH3:51])[CH3:47])(=[O:74])=[O:73])=[O:41])([NH:34][C:35]4=[O:38])[CH2:32]5)[CH2:21]3)[C:16]3[C:11](=[CH:12][C:13]([O:44][CH3:45])=[CH:14][CH:15]=3)[N:10]=2)[S:7][CH:8]=1)([CH3:2])[CH3:3], predict the reactants needed to synthesize it. (5) Given the product [Cl:1][C:2]1[CH:3]=[C:4]([C:10]2[C:11]([CH3:26])=[N:12][N:13]([CH2:16][C:17]3[CH:18]=[CH:19][C:20]([C:21]([NH:32][CH2:31][C:30]([O:29][CH3:28])=[O:33])=[O:22])=[CH:24][CH:25]=3)[C:14]=2[CH3:15])[CH:5]=[CH:6][C:7]=1[C:8]#[N:9], predict the reactants needed to synthesize it. The reactants are: [Cl:1][C:2]1[CH:3]=[C:4]([C:10]2[C:11]([CH3:26])=[N:12][N:13]([CH2:16][C:17]3[CH:25]=[CH:24][C:20]([C:21](O)=[O:22])=[CH:19][CH:18]=3)[C:14]=2[CH3:15])[CH:5]=[CH:6][C:7]=1[C:8]#[N:9].Cl.[CH3:28][O:29][C:30](=[O:33])[CH2:31][NH2:32].CCN=C=NCCCN(C)C.C1C=CC2N(O)N=NC=2C=1.Cl. (6) Given the product [O:9]=[C:6]1[CH2:7][CH2:8][N:3]([C:14]2([CH2:15][C:16]#[N:21])[CH2:13][CH2:23][CH2:22]2)[CH2:4][CH2:5]1, predict the reactants needed to synthesize it. The reactants are: O.Cl.[NH:3]1[CH2:8][CH2:7][C:6](=[O:9])[CH2:5][CH2:4]1.C(#N)C.[CH2:13]1[CH2:23][CH2:22][N:21]2[C:16](=NCCC2)[CH2:15][CH2:14]1.C1(=CC#N)CCC1. (7) The reactants are: C([NH:8][C@@H:9]([CH2:35][C@H:36]1[CH2:41][CH2:40][CH2:39][O:38][CH2:37]1)[CH2:10][NH:11][C:12]([N:14]1[CH2:19][CH2:18][CH2:17][C@@H:16]([C@H:20]([C:28]2[CH:33]=[CH:32][CH:31]=[C:30]([Cl:34])[CH:29]=2)[O:21][CH2:22][CH2:23][NH:24][C:25](=[O:27])[O-:26])[CH2:15]1)=[O:13])(OC(C)(C)C)=O.C(Cl)Cl.[C:45]([OH:51])([C:47]([F:50])([F:49])[F:48])=[O:46]. Given the product [OH:51][C:45]([C:47]([F:50])([F:49])[F:48])=[O:46].[NH2:8][C@@H:9]([CH2:35][C@H:36]1[CH2:41][CH2:40][CH2:39][O:38][CH2:37]1)[CH2:10][NH:11][C:12]([N:14]1[CH2:19][CH2:18][CH2:17][C@@H:16]([C@H:20]([C:28]2[CH:33]=[CH:32][CH:31]=[C:30]([Cl:34])[CH:29]=2)[O:21][CH2:22][CH2:23][NH:24][C:25](=[O:26])[OH:27])[CH2:15]1)=[O:13], predict the reactants needed to synthesize it.